Dataset: NCI-60 drug combinations with 297,098 pairs across 59 cell lines. Task: Regression. Given two drug SMILES strings and cell line genomic features, predict the synergy score measuring deviation from expected non-interaction effect. Drug 1: C1=CC(=CC=C1CCC2=CNC3=C2C(=O)NC(=N3)N)C(=O)NC(CCC(=O)O)C(=O)O. Drug 2: C(CC(=O)O)C(=O)CN.Cl. Cell line: LOX IMVI. Synergy scores: CSS=39.3, Synergy_ZIP=-3.65, Synergy_Bliss=-8.25, Synergy_Loewe=-8.50, Synergy_HSA=-5.87.